This data is from Full USPTO retrosynthesis dataset with 1.9M reactions from patents (1976-2016). The task is: Predict the reactants needed to synthesize the given product. (1) Given the product [I:25][CH2:28][C:29]1[CH:44]=[CH:43][C:32]([CH2:33][NH:34][C:35]([C:37]2[N:38]=[CH:39][N:40]([CH3:42])[CH:41]=2)=[O:36])=[CH:31][CH:30]=1, predict the reactants needed to synthesize it. The reactants are: C1(P(C2C=CC=CC=2)C2C=CC=CC=2)C=CC=CC=1.N1C=CN=C1.[I:25]I.O[CH2:28][C:29]1[CH:44]=[CH:43][C:32]([CH2:33][NH:34][C:35]([C:37]2[N:38]=[CH:39][N:40]([CH3:42])[CH:41]=2)=[O:36])=[CH:31][CH:30]=1. (2) Given the product [F:26][CH2:27][CH2:28][N:29]1[CH2:34][CH2:33][N:32]([CH2:2][CH2:3][CH2:4][OH:5])[CH2:31][CH2:30]1, predict the reactants needed to synthesize it. The reactants are: Br[CH2:2][CH2:3][CH2:4][OH:5].C(=O)([O-])[O-].[K+].[K+].OC(C(F)(F)F)=O.OC(C(F)(F)F)=O.[F:26][CH2:27][CH2:28][N:29]1[CH2:34][CH2:33][NH:32][CH2:31][CH2:30]1. (3) Given the product [CH:1]1([CH2:5][NH:6][C:7]([C:9]2[C:14]([OH:15])=[CH:13][CH:12]=[CH:11][C:10]=2[NH:17][C:18]([C:20]2[C:29]3[C:24](=[CH:25][CH:26]=[CH:27][CH:28]=3)[CH:23]=[CH:22][CH:21]=2)=[O:19])=[O:8])[CH2:4][CH2:3][CH2:2]1, predict the reactants needed to synthesize it. The reactants are: [CH:1]1([CH2:5][NH:6][C:7]([C:9]2[C:14]([O:15]C)=[CH:13][CH:12]=[CH:11][C:10]=2[NH:17][C:18]([C:20]2[C:29]3[C:24](=[CH:25][CH:26]=[CH:27][CH:28]=3)[CH:23]=[CH:22][CH:21]=2)=[O:19])=[O:8])[CH2:4][CH2:3][CH2:2]1.B(Br)(Br)Br. (4) Given the product [Br:1][C:2]1[CH:3]=[C:4]([Cl:25])[C:5]2[O:9][C:8]3[CH2:10][CH2:11][N:12]([C:13]([O:14][CH2:15][CH3:16])=[O:17])[CH:18]=[CH:19][C:7]=3[C:6]=2[CH:24]=1, predict the reactants needed to synthesize it. The reactants are: [Br:1][C:2]1[CH:3]=[C:4]([Cl:25])[C:5]2[O:9][C:8]([CH2:10][CH2:11][N:12]([CH2:18][CH:19](OC)OC)[C:13](=[O:17])[O:14][CH2:15][CH3:16])=[CH:7][C:6]=2[CH:24]=1.[Al+3].[Cl-].[Cl-].[Cl-]. (5) Given the product [CH:19]1([CH2:25][NH:26][C:27]2[CH:44]=[CH:43][CH:42]=[C:29]([O:30][C:31]3[CH:32]=[CH:33][C:34]([N+:39]([O-:41])=[O:40])=[C:35]([CH2:36][NH:18][CH2:15][CH2:16][CH3:17])[CH:38]=3)[CH:28]=2)[CH2:24][CH2:23][CH2:22][CH2:21][CH2:20]1, predict the reactants needed to synthesize it. The reactants are: [BH-](OC(C)=O)(OC(C)=O)OC(C)=O.[Na+].[CH2:15]([NH2:18])[CH2:16][CH3:17].[CH:19]1([CH2:25][NH:26][C:27]2[CH:28]=[C:29]([CH:42]=[CH:43][CH:44]=2)[O:30][C:31]2[CH:32]=[CH:33][C:34]([N+:39]([O-:41])=[O:40])=[C:35]([CH:38]=2)[CH:36]=O)[CH2:24][CH2:23][CH2:22][CH2:21][CH2:20]1. (6) Given the product [OH:2][CH2:1][C:3]1[CH:26]=[CH:25][C:6]([O:7][CH2:8][C:9]2[N:10]=[C:11]([C:15]3[CH:24]=[CH:23][C:18]([C:19]([O:21][CH3:22])=[O:20])=[CH:17][CH:16]=3)[O:12][C:13]=2[CH3:14])=[C:5]([O:27][CH3:28])[CH:4]=1, predict the reactants needed to synthesize it. The reactants are: [CH:1]([C:3]1[CH:26]=[CH:25][C:6]([O:7][CH2:8][C:9]2[N:10]=[C:11]([C:15]3[CH:24]=[CH:23][C:18]([C:19]([O:21][CH3:22])=[O:20])=[CH:17][CH:16]=3)[O:12][C:13]=2[CH3:14])=[C:5]([O:27][CH3:28])[CH:4]=1)=[O:2].C(O)C.[BH4-].[Na+].O. (7) Given the product [CH:13]([C:2]1[C:3]([C:9]([F:12])([F:11])[F:10])=[N:4][N:5]([CH3:8])[C:6]=1[CH3:7])=[CH2:14], predict the reactants needed to synthesize it. The reactants are: Br[C:2]1[C:3]([C:9]([F:12])([F:11])[F:10])=[N:4][N:5]([CH3:8])[C:6]=1[CH3:7].[C:13](P(C(C)(C)C)C1C=CC=CC=1)(C)(C)[CH3:14].C1(C(N)C2CCCCC2)CCCCC1.C=C.Cl. (8) Given the product [Cl:1][CH2:2][CH2:3][C:4]([C:20]1[CH:25]=[CH:24][C:23]([C:43]2[CH:42]=[N:41][N:40]([CH2:39][C:33]3[CH:38]=[CH:37][CH:36]=[CH:35][CH:34]=3)[CH:44]=2)=[CH:22][CH:21]=1)=[C:5]([C:13]1[CH:14]=[CH:15][C:16]([OH:19])=[CH:17][CH:18]=1)[C:6]1[CH:7]=[CH:8][C:9]([OH:12])=[CH:10][CH:11]=1, predict the reactants needed to synthesize it. The reactants are: [Cl:1][CH2:2][CH2:3][C:4]([C:20]1[CH:25]=[CH:24][C:23](/C=C/C(OCC)=O)=[CH:22][CH:21]=1)=[C:5]([C:13]1[CH:18]=[CH:17][C:16]([OH:19])=[CH:15][CH:14]=1)[C:6]1[CH:11]=[CH:10][C:9]([OH:12])=[CH:8][CH:7]=1.[C:33]1([CH2:39][N:40]2[CH:44]=[C:43](B3OC(C)(C)C(C)(C)O3)[CH:42]=[N:41]2)[CH:38]=[CH:37][CH:36]=[CH:35][CH:34]=1.